Dataset: Full USPTO retrosynthesis dataset with 1.9M reactions from patents (1976-2016). Task: Predict the reactants needed to synthesize the given product. (1) Given the product [C:1]([O:5][C:6](=[O:22])[CH2:7][CH2:8][C:9]1[C:14]([CH3:15])=[CH:13][C:12]([C:16]2[N:19]=[C:31]([C:30]3[CH:29]=[N:28][C:27]([N:26]([CH:23]([CH3:25])[CH3:24])[CH3:37])=[C:35]([CH3:36])[CH:34]=3)[O:18][N:17]=2)=[CH:11][C:10]=1[CH2:20][CH3:21])([CH3:4])([CH3:3])[CH3:2].[CH2:20]([C:10]1[CH:11]=[C:12]([C:16]2[N:17]=[C:31]([C:30]3[CH:29]=[N:28][C:27]([N:26]([CH:23]([CH3:24])[CH3:25])[CH3:37])=[C:35]([CH3:36])[CH:34]=3)[O:33][N:19]=2)[CH:13]=[C:14]([CH3:15])[C:9]=1[CH2:8][CH2:7][C:6]([OH:22])=[O:5])[CH3:21], predict the reactants needed to synthesize it. The reactants are: [C:1]([O:5][C:6](=[O:22])[CH2:7][CH2:8][C:9]1[C:14]([CH3:15])=[CH:13][C:12]([C:16](=[NH:19])[NH:17][OH:18])=[CH:11][C:10]=1[CH2:20][CH3:21])([CH3:4])([CH3:3])[CH3:2].[CH:23]([N:26]([CH3:37])[C:27]1[C:35]([CH3:36])=[CH:34][C:30]([C:31]([OH:33])=O)=[CH:29][N:28]=1)([CH3:25])[CH3:24].Cl. (2) Given the product [O:7]([C:1]1[CH:6]=[CH:5][CH:4]=[CH:3][CH:2]=1)[C:9]#[N:8], predict the reactants needed to synthesize it. The reactants are: [C:1]1([OH:7])[CH:6]=[CH:5][CH:4]=[CH:3][CH:2]=1.[N:8]#[C:9]Br.CCCCC. (3) Given the product [CH3:25][O:24][C:19]1[CH:20]=[CH:21][CH:22]=[CH:23][C:18]=1[C:17]1[NH:10][C:1](=[O:9])[C:2]2[C:3](=[CH:5][CH:6]=[CH:7][CH:8]=2)[N:4]=1, predict the reactants needed to synthesize it. The reactants are: [C:1]([NH2:10])(=[O:9])[C:2]1[C:3](=[CH:5][CH:6]=[CH:7][CH:8]=1)[NH2:4].C(=O)([O-])[O-].[K+].[K+].[C:17](Cl)(=O)[C:18]1[C:19]([O:24][CH3:25])=[CH:20][CH:21]=[CH:22][CH:23]=1.